This data is from NCI-60 drug combinations with 297,098 pairs across 59 cell lines. The task is: Regression. Given two drug SMILES strings and cell line genomic features, predict the synergy score measuring deviation from expected non-interaction effect. (1) Drug 1: C1CCC(CC1)NC(=O)N(CCCl)N=O. Drug 2: CCCS(=O)(=O)NC1=C(C(=C(C=C1)F)C(=O)C2=CNC3=C2C=C(C=N3)C4=CC=C(C=C4)Cl)F. Cell line: MDA-MB-435. Synergy scores: CSS=10.5, Synergy_ZIP=-4.08, Synergy_Bliss=-0.979, Synergy_Loewe=-25.8, Synergy_HSA=-3.01. (2) Drug 1: CC1C(C(CC(O1)OC2CC(CC3=C2C(=C4C(=C3O)C(=O)C5=C(C4=O)C(=CC=C5)OC)O)(C(=O)C)O)N)O.Cl. Drug 2: C1=CC=C(C=C1)NC(=O)CCCCCCC(=O)NO. Cell line: SF-539. Synergy scores: CSS=16.4, Synergy_ZIP=-5.35, Synergy_Bliss=-3.07, Synergy_Loewe=-3.93, Synergy_HSA=-1.63. (3) Drug 1: C1CCN(CC1)CCOC2=CC=C(C=C2)C(=O)C3=C(SC4=C3C=CC(=C4)O)C5=CC=C(C=C5)O. Drug 2: CC1C(C(CC(O1)OC2CC(CC3=C2C(=C4C(=C3O)C(=O)C5=C(C4=O)C(=CC=C5)OC)O)(C(=O)C)O)N)O.Cl. Cell line: DU-145. Synergy scores: CSS=58.4, Synergy_ZIP=0.892, Synergy_Bliss=2.72, Synergy_Loewe=-31.3, Synergy_HSA=2.12.